This data is from Forward reaction prediction with 1.9M reactions from USPTO patents (1976-2016). The task is: Predict the product of the given reaction. (1) Given the reactants [NH2:1][C:2]1[CH:7]=[CH:6][CH:5]=[CH:4][C:3]=1[CH2:8][CH2:9]O.[OH-].[K+], predict the reaction product. The product is: [CH:8]([C:3]1[CH:4]=[CH:5][CH:6]=[CH:7][C:2]=1[NH2:1])=[CH2:9]. (2) Given the reactants [O:1]1[CH2:6][CH2:5][CH2:4][CH2:3][CH:2]1[N:7]1[C:11]([C:12]2[CH:17]=[CH:16][C:15]([CH3:18])=[CH:14][CH:13]=2)=[CH:10][C:9]([C:19]([O:21]C)=[O:20])=[N:8]1.[OH-].[Li+], predict the reaction product. The product is: [O:1]1[CH2:6][CH2:5][CH2:4][CH2:3][CH:2]1[N:7]1[C:11]([C:12]2[CH:17]=[CH:16][C:15]([CH3:18])=[CH:14][CH:13]=2)=[CH:10][C:9]([C:19]([OH:21])=[O:20])=[N:8]1. (3) Given the reactants C[O:2][C:3](=O)[CH2:4][C:5]1[CH:10]=[CH:9][CH:8]=[CH:7][CH:6]=1.CCO.O.[NH2:16][NH2:17], predict the reaction product. The product is: [C:5]1([CH2:4][C:3]([NH:16][NH2:17])=[O:2])[CH:10]=[CH:9][CH:8]=[CH:7][CH:6]=1. (4) Given the reactants C([N:8]1[CH2:13][CH2:12][N:11](CC2C=CC=CC=2)[CH2:10][CH:9]1[CH:21]([F:23])[F:22])C1C=CC=CC=1.OCC1(OC[C@@H](O)[C@@H](O)[C@H]1O)O, predict the reaction product. The product is: [F:22][CH:21]([F:23])[CH:9]1[CH2:10][NH:11][CH2:12][CH2:13][NH:8]1. (5) Given the reactants [C:1]([O:6][CH2:7][CH3:8])(=[O:5])/[CH:2]=[CH:3]/[CH3:4].[C:9]([O-])(=O)/C=C/C.CC1CC1C([O-])=O, predict the reaction product. The product is: [CH3:4][CH:3]1[CH2:9][CH:2]1[C:1]([O:6][CH2:7][CH3:8])=[O:5]. (6) Given the reactants Br[C:2]1[CH:7]=[C:6]([F:8])[C:5](Br)=[CH:4][C:3]=1[F:10].C([Sn](CCCC)(CCCC)C([O:18][CH2:19][CH3:20])=C)CCC.C1C[O:32][CH2:31][CH2:30]1, predict the reaction product. The product is: [C:31]([C:5]1[C:6]([F:8])=[CH:7][C:2]([C:19](=[O:18])[CH3:20])=[C:3]([F:10])[CH:4]=1)(=[O:32])[CH3:30].